From a dataset of Full USPTO retrosynthesis dataset with 1.9M reactions from patents (1976-2016). Predict the reactants needed to synthesize the given product. (1) Given the product [C:1]([C:5]1[C:6]([OH:16])=[C:7]([S:12]([NH:23][C:22]2[CH:24]=[CH:25][C:19]([O:18][CH3:17])=[CH:20][CH:21]=2)(=[O:14])=[O:13])[CH:8]=[C:9]([CH3:11])[CH:10]=1)([CH3:4])([CH3:3])[CH3:2], predict the reactants needed to synthesize it. The reactants are: [C:1]([C:5]1[C:6]([OH:16])=[C:7]([S:12](Cl)(=[O:14])=[O:13])[CH:8]=[C:9]([CH3:11])[CH:10]=1)([CH3:4])([CH3:3])[CH3:2].[CH3:17][O:18][C:19]1[CH:25]=[CH:24][C:22]([NH2:23])=[CH:21][CH:20]=1. (2) Given the product [Cl:25][C:26]1[N:31]=[C:30]([NH2:3])[C:29]2[C:35]([O:57][CH3:58])=[N:36][N:37]([C:38]([C:51]3[CH:52]=[CH:53][CH:54]=[CH:55][CH:56]=3)([C:39]3[CH:44]=[CH:43][CH:42]=[CH:41][CH:40]=3)[C:45]3[CH:46]=[CH:47][CH:48]=[CH:49][CH:50]=3)[C:28]=2[CH:27]=1, predict the reactants needed to synthesize it. The reactants are: C([N:3](CC)CC)C.C1(P(N=[N+]=[N-])(C2C=CC=CC=2)=O)C=CC=CC=1.[Cl:25][C:26]1[N:31]=[C:30](C(O)=O)[C:29]2[C:35]([O:57][CH3:58])=[N:36][N:37]([C:38]([C:51]3[CH:56]=[CH:55][CH:54]=[CH:53][CH:52]=3)([C:45]3[CH:50]=[CH:49][CH:48]=[CH:47][CH:46]=3)[C:39]3[CH:44]=[CH:43][CH:42]=[CH:41][CH:40]=3)[C:28]=2[CH:27]=1. (3) Given the product [C:1]([C:5]1[CH:6]=[C:7]([NH:16][C:17]([NH:19][C:20]2[C:29]3[C:24](=[CH:25][CH:26]=[CH:27][CH:28]=3)[C:23]([O:30][C:31]3[CH:36]=[CH:35][N:34]=[C:33]([NH:37][C:38]4[CH:43]=[C:42]([O:44][CH2:45][CH2:46][O:47][CH2:48][CH2:49][O:50][CH2:51][CH2:52][O:53][CH3:54])[CH:41]=[C:40]([O:55][CH3:56])[CH:39]=4)[N:32]=3)=[CH:22][CH:21]=2)=[O:18])[C:8]([O:14][CH3:15])=[C:9]([CH:13]=1)[C:10]([NH:61][CH:59]1[CH2:60][O:57][CH2:58]1)=[O:11])([CH3:4])([CH3:2])[CH3:3], predict the reactants needed to synthesize it. The reactants are: [C:1]([C:5]1[CH:6]=[C:7]([NH:16][C:17]([NH:19][C:20]2[C:29]3[C:24](=[CH:25][CH:26]=[CH:27][CH:28]=3)[C:23]([O:30][C:31]3[CH:36]=[CH:35][N:34]=[C:33]([NH:37][C:38]4[CH:43]=[C:42]([O:44][CH2:45][CH2:46][O:47][CH2:48][CH2:49][O:50][CH2:51][CH2:52][O:53][CH3:54])[CH:41]=[C:40]([O:55][CH3:56])[CH:39]=4)[N:32]=3)=[CH:22][CH:21]=2)=[O:18])[C:8]([O:14][CH3:15])=[C:9]([CH:13]=1)[C:10](O)=[O:11])([CH3:4])([CH3:3])[CH3:2].[O:57]1[CH2:60][CH:59]([NH2:61])[CH2:58]1.C(N(CC)CC)C.C(P1(=O)OP(CCC)(=O)OP(CCC)(=O)O1)CC.CCOC(C)=O. (4) The reactants are: CC([C:4]1[CH:9]=[C:8]([Cl:10])[CH:7]=[CH:6][C:5]=1Cl)=O.[C:12]1(O)[CH:17]=[CH:16][CH:15]=[CH:14][CH:13]=1.[C:19](=[O:22])([O-])[O-].[K+].[K+].[C:25]([O:29]C)(C)(C)C. Given the product [Cl:10][C:8]1[CH:7]=[CH:6][CH:5]=[C:4]([CH:9]=1)[O:29][CH2:25][C:19]([C:12]1[CH:17]=[CH:16][CH:15]=[CH:14][CH:13]=1)=[O:22], predict the reactants needed to synthesize it. (5) Given the product [F:1][C:2]1[CH:3]=[CH:4][C:5]([N:8]2[C:17](=[O:18])[C:16]3[C:11](=[CH:12][C:13]([C:19]4[N:20]=[C:45]([C:42]5[CH:43]=[CH:44][N:39]=[CH:40][CH:41]=5)[O:22][N:21]=4)=[CH:14][CH:15]=3)[N:10]=[C:9]2[CH2:23][CH2:24][CH2:25][CH2:26][C:27]([O:29][CH3:30])=[O:28])=[CH:6][CH:7]=1, predict the reactants needed to synthesize it. The reactants are: [F:1][C:2]1[CH:7]=[CH:6][C:5]([N:8]2[C:17](=[O:18])[C:16]3[C:11](=[CH:12][C:13]([C:19](=[N:21][OH:22])[NH2:20])=[CH:14][CH:15]=3)[N:10]=[C:9]2[CH2:23][CH2:24][CH2:25][CH2:26][C:27]([O:29][CH3:30])=[O:28])=[CH:4][CH:3]=1.CCN(CC)CC.Cl.[N:39]1[CH:44]=[CH:43][C:42]([C:45](Cl)=O)=[CH:41][CH:40]=1. (6) The reactants are: [Cl:1][C:2]1[CH:3]=[C:4](/[C:12](=[N:22]\[O:23][CH:24]2[CH2:28][CH2:27][CH2:26][CH2:25]2)/[C:13]([NH:15][C:16]2C=CN(C)[N:17]=2)=[O:14])[CH:5]=[CH:6][C:7]=1[S:8]([CH3:11])(=[O:10])=[O:9].[CH3:29][C:30]1N=C(N)[S:32][N:31]=1.C(N(CC)C(C)C)(C)C. Given the product [Cl:1][C:2]1[CH:3]=[C:4](/[C:12](=[N:22]\[O:23][CH:24]2[CH2:25][CH2:26][CH2:27][CH2:28]2)/[C:13]([NH:15][C:16]2[S:32][N:31]=[C:30]([CH3:29])[N:17]=2)=[O:14])[CH:5]=[CH:6][C:7]=1[S:8]([CH3:11])(=[O:10])=[O:9], predict the reactants needed to synthesize it. (7) Given the product [Br:1][C:2]1[C:3]([F:13])=[CH:4][CH:5]=[C:6]2[C:11]=1[N:10]=[C:9]([Cl:16])[CH:8]=[CH:7]2, predict the reactants needed to synthesize it. The reactants are: [Br:1][C:2]1[C:3]([F:13])=[CH:4][CH:5]=[C:6]2[C:11]=1[NH:10][C:9](=O)[CH:8]=[CH:7]2.P(Cl)(Cl)([Cl:16])=O. (8) Given the product [F:41][C:2]([F:1])([F:42])[C:3]1[CH:4]=[C:5]([C:13]([CH3:39])([CH3:40])[C:14]([N:16]([C:18]2[CH:19]=[N:20][C:21]([N:32]3[CH2:36][CH2:35][CH2:34][C@H:33]3[CH2:37][N:47]3[C:43](=[O:53])[C:44]4[C:45](=[CH:49][CH:50]=[CH:51][CH:52]=4)[C:46]3=[O:48])=[CH:22][C:23]=2[C:24]2[CH:29]=[CH:28][C:27]([F:30])=[CH:26][C:25]=2[CH3:31])[CH3:17])=[O:15])[CH:6]=[C:7]([C:9]([F:10])([F:11])[F:12])[CH:8]=1, predict the reactants needed to synthesize it. The reactants are: [F:1][C:2]([F:42])([F:41])[C:3]1[CH:4]=[C:5]([C:13]([CH3:40])([CH3:39])[C:14]([N:16]([C:18]2[CH:19]=[N:20][C:21]([N:32]3[CH2:36][CH2:35][CH2:34][C@H:33]3[CH2:37]O)=[CH:22][C:23]=2[C:24]2[CH:29]=[CH:28][C:27]([F:30])=[CH:26][C:25]=2[CH3:31])[CH3:17])=[O:15])[CH:6]=[C:7]([C:9]([F:12])([F:11])[F:10])[CH:8]=1.[C:43]1(=[O:53])[NH:47][C:46](=[O:48])[C:45]2=[CH:49][CH:50]=[CH:51][CH:52]=[C:44]12.N(C(OCC)=O)=NC(OCC)=O.C1(P(C2C=CC=CC=2)C2C=CC=CC=2)C=CC=CC=1.